This data is from CYP1A2 inhibition data for predicting drug metabolism from PubChem BioAssay. The task is: Regression/Classification. Given a drug SMILES string, predict its absorption, distribution, metabolism, or excretion properties. Task type varies by dataset: regression for continuous measurements (e.g., permeability, clearance, half-life) or binary classification for categorical outcomes (e.g., BBB penetration, CYP inhibition). Dataset: cyp1a2_veith. The molecule is CC(=O)N1CCC2(CCCN(Cc3nccs3)C2)CC1. The result is 0 (non-inhibitor).